From a dataset of Full USPTO retrosynthesis dataset with 1.9M reactions from patents (1976-2016). Predict the reactants needed to synthesize the given product. (1) Given the product [C:1]([O:5][C:6]([N:8]1[C@@H:12]([CH2:13][S:17][C:18]2[S:19][C:20]3[CH:26]=[CH:25][CH:24]=[CH:23][C:21]=3[N:22]=2)[CH2:11][O:10][C:9]1([CH3:16])[CH3:15])=[O:7])([CH3:4])([CH3:3])[CH3:2], predict the reactants needed to synthesize it. The reactants are: [C:1]([O:5][C:6]([N:8]1[C@@H:12]([CH2:13]O)[CH2:11][O:10][C:9]1([CH3:16])[CH3:15])=[O:7])([CH3:4])([CH3:3])[CH3:2].[SH:17][C:18]1[S:19][C:20]2[CH:26]=[CH:25][CH:24]=[CH:23][C:21]=2[N:22]=1.C1(P(C2C=CC=CC=2)C2C=CC=CC=2)C=CC=CC=1.N(C(OCC)=O)=NC(OCC)=O. (2) Given the product [Cl:1][C:2]1[N:7]=[CH:6][C:5]2[N:8]=[C:16]([C:14]3[CH:13]=[N:12][NH:11][CH:15]=3)[N:9]([CH3:10])[C:4]=2[CH:3]=1, predict the reactants needed to synthesize it. The reactants are: [Cl:1][C:2]1[N:7]=[CH:6][C:5]([NH2:8])=[C:4]([NH:9][CH3:10])[CH:3]=1.[NH:11]1[CH:15]=[C:14]([C:16](O)=O)[CH:13]=[N:12]1. (3) Given the product [CH2:11]([O:7][C:5](=[O:6])[C:4]([CH3:10])([CH3:20])[CH2:8][OH:9])[C:12]1[CH:17]=[CH:16][CH:15]=[CH:14][CH:13]=1, predict the reactants needed to synthesize it. The reactants are: [OH-].[K+].O[C:4]([CH3:10])([CH2:8][OH:9])[C:5]([OH:7])=[O:6].[CH2:11](Br)[C:12]1[CH:17]=[CH:16][CH:15]=[CH:14][CH:13]=1.O.[CH3:20]N(C=O)C. (4) Given the product [N:7]1[C:2]([NH2:15])=[CH:3][CH:4]=[CH:5][C:6]=1[C:8]1[CH:13]=[CH:12][CH:11]=[CH:10][N:9]=1, predict the reactants needed to synthesize it. The reactants are: Br[C:2]1[N:7]=[C:6]([C:8]2[CH:13]=[CH:12][CH:11]=[CH:10][N:9]=2)[CH:5]=[CH:4][CH:3]=1.O.[NH3:15].